This data is from Full USPTO retrosynthesis dataset with 1.9M reactions from patents (1976-2016). The task is: Predict the reactants needed to synthesize the given product. (1) The reactants are: [OH:1][C:2]1[CH:7]=[CH:6][C:5]([C:8]2[CH:13]=[CH:12][CH:11]=[C:10](/[CH:14]=[CH:15]/[C:16]([OH:18])=O)[CH:9]=2)=[CH:4][CH:3]=1.CN(C([O:26][N:27]1N=NC2C=CC=CC1=2)=[N+](C)C)C.F[P-](F)(F)(F)(F)F.CCN(C(C)C)C(C)C.Cl.NO. Given the product [OH:1][C:2]1[CH:7]=[CH:6][C:5]([C:8]2[CH:13]=[CH:12][CH:11]=[C:10](/[CH:14]=[CH:15]/[C:16]([NH:27][OH:26])=[O:18])[CH:9]=2)=[CH:4][CH:3]=1, predict the reactants needed to synthesize it. (2) The reactants are: O[CH2:2][CH2:3][O:4][C:5]1[CH:6]=[CH:7][C:8]([C:21]2[NH:30][C:29](=[O:31])[C:28]3[C:23](=[CH:24][CH:25]=[CH:26][CH:27]=3)[N:22]=2)=[N:9][C:10]=1[C:11]1[CH:16]=[CH:15][C:14]([S:17]([CH3:20])(=[O:19])=[O:18])=[CH:13][CH:12]=1.P(Br)(Br)[Br:33]. Given the product [Br:33][CH2:2][CH2:3][O:4][C:5]1[CH:6]=[CH:7][C:8]([C:21]2[NH:30][C:29](=[O:31])[C:28]3[C:23](=[CH:24][CH:25]=[CH:26][CH:27]=3)[N:22]=2)=[N:9][C:10]=1[C:11]1[CH:16]=[CH:15][C:14]([S:17]([CH3:20])(=[O:19])=[O:18])=[CH:13][CH:12]=1, predict the reactants needed to synthesize it. (3) Given the product [Cl:40][C:37]([F:38])([F:39])[O:36][C:33]1[CH:34]=[CH:35][C:30]([NH:29][C:27](=[O:28])[C:26]2[CH:41]=[C:22]([C:7]3[CH:8]=[C:3]([C:1]#[N:2])[CH:4]=[CH:5][C:6]=3[F:12])[C:23]([N:42]3[CH2:46][CH2:45][C@@H:44]([OH:47])[CH2:43]3)=[N:24][CH:25]=2)=[CH:31][CH:32]=1, predict the reactants needed to synthesize it. The reactants are: [C:1]([C:3]1[CH:4]=[CH:5][C:6]([F:12])=[C:7](B(O)O)[CH:8]=1)#[N:2].[O-]P([O-])([O-])=O.[K+].[K+].[K+].Br[C:22]1[C:23]([N:42]2[CH2:46][CH2:45][C@@H:44]([OH:47])[CH2:43]2)=[N:24][CH:25]=[C:26]([CH:41]=1)[C:27]([NH:29][C:30]1[CH:35]=[CH:34][C:33]([O:36][C:37]([Cl:40])([F:39])[F:38])=[CH:32][CH:31]=1)=[O:28]. (4) The reactants are: [C:1]([O:5][C:6]([N:8]1[CH2:13][CH2:12][CH:11]([NH:14][C:15]2[CH:20]=[CH:19][CH:18]=[C:17]([C:21]3[CH:26]=[CH:25][N:24]=[C:23](Cl)[N:22]=3)[CH:16]=2)[CH2:10][CH2:9]1)=[O:7])([CH3:4])([CH3:3])[CH3:2].[NH2:28][CH2:29][CH2:30][C:31]1[CH:36]=[CH:35][C:34]([OH:37])=[CH:33][CH:32]=1. Given the product [C:1]([O:5][C:6]([N:8]1[CH2:13][CH2:12][CH:11]([NH:14][C:15]2[CH:20]=[CH:19][CH:18]=[C:17]([C:21]3[CH:26]=[CH:25][N:24]=[C:23]([NH:28][CH2:29][CH2:30][C:31]4[CH:36]=[CH:35][C:34]([OH:37])=[CH:33][CH:32]=4)[N:22]=3)[CH:16]=2)[CH2:10][CH2:9]1)=[O:7])([CH3:4])([CH3:3])[CH3:2], predict the reactants needed to synthesize it. (5) Given the product [OH:1][CH:2]([CH:14]1[CH2:19][CH:18]2[CH2:20][CH:15]1[CH:16]=[CH:17]2)[CH2:3][C:4]([O:6][C:7]1([CH2:12][CH3:13])[CH2:8][CH2:9][CH2:10][CH2:11]1)=[O:5].[C:24]1(=[O:25])[O:26][C:21](=[O:27])[CH:22]=[CH:23]1, predict the reactants needed to synthesize it. The reactants are: [OH:1][CH:2]([CH:14]1[CH2:19][CH:18]2[CH2:20][CH:15]1[CH:16]=[CH:17]2)[CH2:3][C:4]([O:6][C:7]1([CH2:12][CH3:13])[CH2:11][CH2:10][CH2:9][CH2:8]1)=[O:5].[C:21]1(=[O:27])[O:26][C:24](=[O:25])[CH:23]=[CH:22]1. (6) Given the product [CH3:16][O:17][C:18](=[O:25])[CH2:19][C:20]1[N:13]=[C:11]([C:10]2[CH:9]=[N:8][C:7]([C:1]3[CH:2]=[CH:3][CH:4]=[CH:5][CH:6]=3)=[CH:15][CH:14]=2)[S:12][C:21]=1[CH3:22], predict the reactants needed to synthesize it. The reactants are: [C:1]1([C:7]2[CH:15]=[CH:14][C:10]([C:11]([NH2:13])=[S:12])=[CH:9][N:8]=2)[CH:6]=[CH:5][CH:4]=[CH:3][CH:2]=1.[CH3:16][O:17][C:18](=[O:25])[CH2:19][C:20](=O)[CH:21](Br)[CH3:22].C([O-])(O)=O.[Na+]. (7) Given the product [C:1]([O:16][CH2:15][CH2:14][C:11]([CH3:17])([CH3:10])[CH2:12][OH:13])(=[O:8])[C:2]1[CH:7]=[CH:6][CH:5]=[CH:4][CH:3]=1, predict the reactants needed to synthesize it. The reactants are: [C:1](Cl)(=[O:8])[C:2]1[CH:7]=[CH:6][CH:5]=[CH:4][CH:3]=1.[CH3:10][C:11]([CH3:17])([CH2:14][CH2:15][OH:16])[CH2:12][OH:13].C(N(CC)CC)C. (8) Given the product [C:1]([O:4][CH2:5][C:6]1[O:7][N:35]=[C:9]([C:10]2[CH:11]=[CH:12][C:13]([C:16]([CH3:34])([C:20]3[CH:25]=[CH:24][C:23]([O:26][CH2:27][C:28]4[CH:33]=[CH:32][CH:31]=[CH:30][N:29]=4)=[CH:22][N:21]=3)[CH:17]([CH3:19])[CH3:18])=[CH:14][CH:15]=2)[N:8]=1)(=[O:3])[CH3:2], predict the reactants needed to synthesize it. The reactants are: [C:1]([O:4][CH2:5][C:6](/[N:8]=[C:9](/[NH2:35])\[C:10]1[CH:15]=[CH:14][C:13]([C:16]([CH3:34])([C:20]2[CH:25]=[CH:24][C:23]([O:26][CH2:27][C:28]3[CH:33]=[CH:32][CH:31]=[CH:30][N:29]=3)=[CH:22][N:21]=2)[CH:17]([CH3:19])[CH3:18])=[CH:12][CH:11]=1)=[O:7])(=[O:3])[CH3:2]. (9) Given the product [CH:19]1([CH3:20])[CH2:18][CH2:17][CH:16]([C:14]([OH:24])([CH3:15])[CH3:13])[CH:22]([OH:23])[CH2:21]1, predict the reactants needed to synthesize it. The reactants are: S(=O)(=O)(O)O.C1(C)C=CC=CC=1.[CH3:13][C:14](=[CH:16][CH2:17][CH2:18][CH:19]([CH2:21][CH:22]=[O:23])[CH3:20])[CH3:15].[OH-:24].[Na+]. (10) Given the product [C:1]([C:4]1[C:36](=[O:37])[C@@:8]2([CH3:38])[C:9]3[C:15]([OH:16])=[CH:14][C:13]([O:17][CH3:18])=[C:12]([C:19]([NH:21][CH2:22][C:23]4[C:24]([CH3:35])=[C:25]([CH:30]=[C:31]([CH3:34])[C:32]=4[CH3:33])[C:26]([OH:28])=[O:27])=[O:20])[C:10]=3[O:11][C:7]2=[CH:6][C:5]=1[OH:39])(=[O:3])[CH3:2], predict the reactants needed to synthesize it. The reactants are: [C:1]([C:4]1[C:36](=[O:37])[C@@:8]2([CH3:38])[C:9]3[C:15]([OH:16])=[CH:14][C:13]([O:17][CH3:18])=[C:12]([C:19]([NH:21][CH2:22][C:23]4[C:24]([CH3:35])=[C:25]([CH:30]=[C:31]([CH3:34])[C:32]=4[CH3:33])[C:26]([O:28]C)=[O:27])=[O:20])[C:10]=3[O:11][C:7]2=[CH:6][C:5]=1[OH:39])(=[O:3])[CH3:2].Cl.